This data is from Peptide-MHC class I binding affinity with 185,985 pairs from IEDB/IMGT. The task is: Regression. Given a peptide amino acid sequence and an MHC pseudo amino acid sequence, predict their binding affinity value. This is MHC class I binding data. The peptide sequence is MLIFNVKSKL. The MHC is HLA-A02:03 with pseudo-sequence HLA-A02:03. The binding affinity (normalized) is 0.528.